Dataset: Full USPTO retrosynthesis dataset with 1.9M reactions from patents (1976-2016). Task: Predict the reactants needed to synthesize the given product. (1) The reactants are: [CH3:1][C:2]1[CH:3]=[C:4]([CH:7]=[CH:8][C:9]=1[N+:10]([O-])=O)[C:5]#[N:6].Cl[Sn]Cl. Given the product [C:5]([C:4]1[CH:7]=[CH:8][C:9]([NH2:10])=[C:2]([CH3:1])[CH:3]=1)#[N:6], predict the reactants needed to synthesize it. (2) Given the product [C:1]([O:5][C:6](=[O:37])[NH:7][C:8]1([C:12]2[CH:13]=[CH:14][C:15]([C:18]3[C:19](=[O:20])[C:24]4[C:25](=[C:26]([CH:27]=[O:28])[CH:21]=[CH:22][CH:23]=4)[O:28][C:27]=3[C:26]3[CH:25]=[CH:24][CH:23]=[CH:22][CH:21]=3)=[CH:16][CH:17]=2)[CH2:9][CH2:10][CH2:11]1)([CH3:3])([CH3:2])[CH3:4], predict the reactants needed to synthesize it. The reactants are: [C:1]([O:5][C:6](=[O:37])[NH:7][C:8]1([C:12]2[CH:17]=[CH:16][C:15]([C:18]3[C:27](=[O:28])[C:26]4[C:21](=[C:22](C=C)[CH:23]=[CH:24][CH:25]=4)[O:20][C:19]=3C3C=CC=CC=3)=[CH:14][CH:13]=2)[CH2:11][CH2:10][CH2:9]1)([CH3:4])([CH3:3])[CH3:2].CSC. (3) Given the product [CH2:1]([C:3]([F:31])([CH2:29][CH3:30])[CH2:4][N:5]1[CH2:10][CH2:9][CH:8]([CH2:11][O:12][C:13]2[CH:14]=[CH:15][C:16]([C:19]3[CH:27]=[CH:26][C:22]([C:23]([N:55]4[CH2:59][CH2:58][CH2:57][C@H:56]4[C:60]([NH2:62])=[O:61])=[O:25])=[C:21]([F:28])[CH:20]=3)=[N:17][CH:18]=2)[CH2:7][CH2:6]1)[CH3:2], predict the reactants needed to synthesize it. The reactants are: [CH2:1]([C:3]([F:31])([CH2:29][CH3:30])[CH2:4][N:5]1[CH2:10][CH2:9][CH:8]([CH2:11][O:12][C:13]2[CH:14]=[CH:15][C:16]([C:19]3[CH:27]=[CH:26][C:22]([C:23]([OH:25])=O)=[C:21]([F:28])[CH:20]=3)=[N:17][CH:18]=2)[CH2:7][CH2:6]1)[CH3:2].C(Cl)CCl.C1C=CC2N(O)N=NC=2C=1.CCN(C(C)C)C(C)C.[NH:55]1[CH2:59][CH2:58][CH2:57][C@H:56]1[C:60]([NH2:62])=[O:61]. (4) Given the product [CH:11]([C:8]1[S:7][C:6]([C@H:3]([NH:2][S:40]([C:37]2[CH:38]=[CH:39][C:34]3[N:33]=[CH:32][S:31][C:35]=3[CH:36]=2)(=[O:41])=[O:42])[CH2:4][OH:5])=[CH:10][CH:9]=1)=[O:16], predict the reactants needed to synthesize it. The reactants are: Cl.[NH2:2][C@@H:3]([C:6]1[S:7][C:8]([CH:11]2[O:16]CC(C)(C)CO2)=[CH:9][CH:10]=1)[CH2:4][OH:5].C(N(CC)CC)C.C[Si](Cl)(C)C.[S:31]1[C:35]2[CH:36]=[C:37]([S:40](Cl)(=[O:42])=[O:41])[CH:38]=[CH:39][C:34]=2[N:33]=[CH:32]1.Cl. (5) Given the product [CH2:27]([N:21]([CH2:18][CH2:19][CH3:20])[CH2:22][CH2:23][CH2:24][CH2:25][NH:26][CH2:7][C:6]1[CH:9]=[CH:10][C:3]([C:1]#[N:2])=[CH:4][CH:5]=1)[CH2:28][CH3:29], predict the reactants needed to synthesize it. The reactants are: [C:1]([C:3]1[CH:10]=[CH:9][C:6]([CH:7]=O)=[CH:5][CH:4]=1)#[N:2].C(OC)(OC)OC.[CH2:18]([N:21]([CH2:27][CH2:28][CH3:29])[CH2:22][CH2:23][CH2:24][CH2:25][NH2:26])[CH2:19][CH3:20].[BH4-].[Na+]. (6) Given the product [O:1]=[C:2]1[C:6]2([CH2:7][CH2:8][N:9]([CH2:39][CH2:40][CH2:41][N:42]3[C:50]4[C:45](=[CH:46][CH:47]=[CH:48][CH:49]=4)[C:44]4([CH2:52][CH2:51]4)[C:43]3=[O:53])[CH2:10][CH2:11]2)[N:5]([C:12]2[CH:13]=[CH:14][CH:15]=[CH:16][CH:17]=2)[CH2:4][N:3]1[CH2:18][C:19]1[CH:20]=[C:21]([NH:25][S:26]([CH3:29])(=[O:28])=[O:27])[CH:22]=[CH:23][CH:24]=1, predict the reactants needed to synthesize it. The reactants are: [O:1]=[C:2]1[C:6]2([CH2:11][CH2:10][NH:9][CH2:8][CH2:7]2)[N:5]([C:12]2[CH:17]=[CH:16][CH:15]=[CH:14][CH:13]=2)[CH2:4][N:3]1[CH2:18][C:19]1[CH:20]=[C:21]([NH:25][S:26]([CH3:29])(=[O:28])=[O:27])[CH:22]=[CH:23][CH:24]=1.[I-].[Na+].C(=O)([O-])[O-].[K+].[K+].Cl[CH2:39][CH2:40][CH2:41][N:42]1[C:50]2[C:45](=[CH:46][CH:47]=[CH:48][CH:49]=2)[C:44]2([CH2:52][CH2:51]2)[C:43]1=[O:53]. (7) Given the product [Cl:14][C:1]1[C:10]2[C:5](=[CH:6][CH:7]=[CH:8][CH:9]=2)[CH:4]=[N:3][N:2]=1, predict the reactants needed to synthesize it. The reactants are: [C:1]1(=O)[C:10]2[C:5](=[CH:6][CH:7]=[CH:8][CH:9]=2)[CH:4]=[N:3][NH:2]1.P(Cl)(Cl)([Cl:14])=O. (8) Given the product [CH2:21]([O:23][C:24](=[O:30])[CH2:25][N:26]([C:2]1([CH2:13][C:14]2[CH:19]=[CH:18][CH:17]=[C:16]([Cl:20])[CH:15]=2)[C:10]2[C:5](=[CH:6][C:7]([Cl:11])=[CH:8][CH:9]=2)[NH:4][C:3]1=[O:12])[CH:27]([CH3:29])[CH3:28])[CH3:22], predict the reactants needed to synthesize it. The reactants are: Br[C:2]1([CH2:13][C:14]2[CH:19]=[CH:18][CH:17]=[C:16]([Cl:20])[CH:15]=2)[C:10]2[C:5](=[CH:6][C:7]([Cl:11])=[CH:8][CH:9]=2)[NH:4][C:3]1=[O:12].[CH2:21]([O:23][C:24](=[O:30])[CH2:25][NH:26][CH:27]([CH3:29])[CH3:28])[CH3:22].CCN(C(C)C)C(C)C. (9) Given the product [C:15]([C@@H:13]1[CH2:12][CH2:11][C@@H:10]([NH:18][C:19]([C:21]2[NH:22][C:23]3[C:28]([CH:29]=2)=[CH:27][C:26]([Cl:30])=[CH:25][CH:24]=3)=[O:20])[C@@H:9]([NH:8][C:6]([C:40]2[S:41][C:35]3[CH2:34][N:33]([CH3:32])[CH2:38][CH2:37][C:36]=3[N:39]=2)=[O:5])[CH2:14]1)(=[O:17])[NH2:16], predict the reactants needed to synthesize it. The reactants are: C([O:5][C:6]([NH:8][C@H:9]1[CH2:14][C@H:13]([C:15](=[O:17])[NH2:16])[CH2:12][CH2:11][C@H:10]1[NH:18][C:19]([C:21]1[NH:22][C:23]2[C:28]([CH:29]=1)=[CH:27][C:26]([Cl:30])=[CH:25][CH:24]=2)=[O:20])=O)(C)(C)C.Cl.[CH3:32][N:33]1[CH2:38][CH2:37][C:36]2[N:39]=[C:40](C([O-])=O)[S:41][C:35]=2[CH2:34]1.[Li+]. (10) Given the product [Cl-:20].[F:1][C:2]1[CH:3]=[CH:4][C:5]([C:8]2[N:9]=[C:10]([NH3+:13])[NH:11][CH:12]=2)=[CH:6][CH:7]=1, predict the reactants needed to synthesize it. The reactants are: [F:1][C:2]1[CH:7]=[CH:6][C:5]([C:8]2[N:9]=[C:10]([NH:13]C(=O)C)[NH:11][CH:12]=2)=[CH:4][CH:3]=1.C(O)C.[ClH:20].